Predict the product of the given reaction. From a dataset of Forward reaction prediction with 1.9M reactions from USPTO patents (1976-2016). (1) The product is: [CH2:17]([N:18]1[C:4](=[NH:5])[C:3]2[C:6](=[CH:7][N:8]=[CH:9][C:2]=2[CH3:1])[S:10]1(=[O:30])=[O:28])[C:16]1[CH:15]=[CH:22][CH:24]=[CH:23][CH:19]=1. Given the reactants [CH3:1][C:2]1[CH:9]=[N:8][CH:7]=[C:6]([S:10]CCC)[C:3]=1[C:4]#[N:5].Br[C:15]1[CH:22]=NC=[C:19]([CH3:23])[C:16]=1[C:17]#[N:18].[CH2:24](S)CC.[OH-:28].[K+].[OH2:30], predict the reaction product. (2) Given the reactants [CH3:1][C:2]1[CH:3]=[C:4]([CH:6]=[C:7](B2OC(C)(C)C(C)(C)O2)[CH:8]=1)[NH2:5].Br[C:19]1[S:23][C:22]([N:24]2[CH2:30][CH2:29][CH2:28][NH:27][C:26](=[O:31])[CH2:25]2)=[N:21][C:20]=1[Cl:32].C(=O)([O-])[O-].[Na+].[Na+], predict the reaction product. The product is: [NH2:5][C:4]1[CH:6]=[C:7]([C:19]2[S:23][C:22]([N:24]3[CH2:30][CH2:29][CH2:28][NH:27][C:26](=[O:31])[CH2:25]3)=[N:21][C:20]=2[Cl:32])[CH:8]=[C:2]([CH3:1])[CH:3]=1. (3) Given the reactants [CH3:1][C:2]1([CH3:14])[C:6]([CH3:8])([CH3:7])[O:5][B:4]([C:9]2[CH:10]=[N:11][NH:12][CH:13]=2)[O:3]1.C(=O)([O-])[O-].[Cs+].[Cs+].[CH3:21][C:22]1([O:25][CH2:24]1)[CH3:23], predict the reaction product. The product is: [CH3:21][C:22]([OH:25])([CH3:24])[CH2:23][N:12]1[CH:13]=[C:9]([B:4]2[O:5][C:6]([CH3:7])([CH3:8])[C:2]([CH3:14])([CH3:1])[O:3]2)[CH:10]=[N:11]1. (4) The product is: [CH3:1][O:2][C:3]1[CH:4]=[CH:5][C:6]([N+:13]([O-:15])=[O:14])=[C:7]([S:9]([Cl:18])(=[O:11])=[O:10])[CH:8]=1. Given the reactants [CH3:1][O:2][C:3]1[CH:4]=[CH:5][C:6]([N+:13]([O-:15])=[O:14])=[C:7]([S:9](O)(=[O:11])=[O:10])[CH:8]=1.O=S(Cl)[Cl:18], predict the reaction product.